This data is from Full USPTO retrosynthesis dataset with 1.9M reactions from patents (1976-2016). The task is: Predict the reactants needed to synthesize the given product. (1) Given the product [CH3:15][N:14]1[C:13]([C:16]([CH3:28])([O:18][C:19]2[C:24]([F:25])=[CH:23][C:22]([F:26])=[CH:21][C:20]=2[F:27])[CH3:17])=[N:12][N:11]=[C:10]1[C:6]1[CH:5]=[C:4]([CH:9]=[CH:8][CH:7]=1)[C:34]#[N:35], predict the reactants needed to synthesize it. The reactants are: [OH-].[K+].Br[C:4]1[CH:5]=[C:6]([C:10]2[N:14]([CH3:15])[C:13]([C:16]([CH3:28])([O:18][C:19]3[C:24]([F:25])=[CH:23][C:22]([F:26])=[CH:21][C:20]=3[F:27])[CH3:17])=[N:12][N:11]=2)[CH:7]=[CH:8][CH:9]=1.C(Cl)(Cl)Cl.O.[CH3:34][N:35]1C(=O)CCC1. (2) Given the product [CH2:12]([C:14]1[CH:15]=[C:16]([NH:17][C:7](=[O:9])[C:6]2[CH:10]=[C:2]([Cl:1])[CH:3]=[CH:4][C:5]=2[OH:11])[CH:18]=[CH:19][CH:20]=1)[CH3:13], predict the reactants needed to synthesize it. The reactants are: [Cl:1][C:2]1[CH:10]=[C:6]([C:7]([OH:9])=O)[C:5]([OH:11])=[CH:4][CH:3]=1.[CH2:12]([C:14]1[CH:15]=[C:16]([CH:18]=[CH:19][CH:20]=1)[NH2:17])[CH3:13].P(Cl)(Cl)Cl.C(Cl)Cl.